Dataset: Forward reaction prediction with 1.9M reactions from USPTO patents (1976-2016). Task: Predict the product of the given reaction. (1) Given the reactants [O:1]=[C:2]1[CH:11]=[C:10]([C:12]([O:14][CH3:15])=[O:13])[C:9]2[C:4](=[CH:5][CH:6]=[CH:7][CH:8]=2)[N:3]1[CH2:16][CH:17]=O.[O:19]1[C:24]2[CH:25]=[CH:26][C:27]([CH2:29][N:30]([CH:38]3[CH2:43][CH2:42][NH:41][CH2:40][CH2:39]3)[C:31](=[O:37])[O:32][C:33]([CH3:36])([CH3:35])[CH3:34])=[CH:28][C:23]=2[O:22][CH2:21][CH2:20]1.C(O[BH-](OC(=O)C)OC(=O)C)(=O)C.[Na+].C(=O)([O-])O.[Na+], predict the reaction product. The product is: [O:19]1[C:24]2[CH:25]=[CH:26][C:27]([CH2:29][N:30]([CH:38]3[CH2:43][CH2:42][N:41]([CH2:17][CH2:16][N:3]4[C:4]5[C:9](=[CH:8][CH:7]=[CH:6][CH:5]=5)[C:10]([C:12]([O:14][CH3:15])=[O:13])=[CH:11][C:2]4=[O:1])[CH2:40][CH2:39]3)[C:31](=[O:37])[O:32][C:33]([CH3:36])([CH3:34])[CH3:35])=[CH:28][C:23]=2[O:22][CH2:21][CH2:20]1. (2) Given the reactants CS(O[CH2:6][CH2:7][CH2:8][CH2:9][N:10]1[C:18](=[O:19])[C:17]2[N:16](CC=C)[C:15]([Cl:23])=[N:14][C:13]=2[N:12]([CH2:24][CH2:25][CH2:26][CH3:27])[C:11]1=[O:28])(=O)=O.C([O-])([O-])=O.[Cs+].[Cs+].[C:35]1([N:41]2[C:45](=[O:46])[N:44]=[N:43][NH:42]2)[CH:40]=[CH:39][CH:38]=[CH:37][CH:36]=1.N1CCOCC1, predict the reaction product. The product is: [CH2:24]([N:12]1[C:13]2[N:14]=[C:15]([Cl:23])[NH:16][C:17]=2[C:18](=[O:19])[N:10]([CH2:9][CH2:8][CH2:7][CH2:6][N:44]2[C:45](=[O:46])[N:41]([C:35]3[CH:40]=[CH:39][CH:38]=[CH:37][CH:36]=3)[N:42]=[N:43]2)[C:11]1=[O:28])[CH2:25][CH2:26][CH3:27]. (3) Given the reactants [CH3:1][O:2][C:3](=[O:32])[CH:4]([CH2:24][CH2:25][C:26]1[CH:31]=[CH:30][CH:29]=[CH:28][CH:27]=1)[CH:5]([C:14]([O:16]CC1C=CC=CC=1)=[O:15])[CH2:6][C:7]([O:9][C:10]([CH3:13])([CH3:12])[CH3:11])=[O:8], predict the reaction product. The product is: [CH3:1][O:2][C:3](=[O:32])[CH:4]([CH2:24][CH2:25][C:26]1[CH:27]=[CH:28][CH:29]=[CH:30][CH:31]=1)[CH:5]([C:14]([OH:16])=[O:15])[CH2:6][C:7]([O:9][C:10]([CH3:12])([CH3:11])[CH3:13])=[O:8].